This data is from Reaction yield outcomes from USPTO patents with 853,638 reactions. The task is: Predict the reaction yield, written as a fraction of the theoretical maximum amount of product (1.0 means a 100% yield; for example, 0.34 means a 34% yield). (1) The reactants are O(S(C(F)(F)F)(=O)=O)S(C(F)(F)F)(=O)=O.[CH2:16]([O:23][N:24]1[C:30](=[O:31])[N:29]2[CH2:32][C@H:25]1[CH2:26][CH2:27][C@H:28]2[C:33]([NH:35][NH:36][C:37](=O)[CH2:38][CH2:39][NH:40][C:41](=[O:47])[O:42][C:43]([CH3:46])([CH3:45])[CH3:44])=[O:34])[C:17]1[CH:22]=[CH:21][CH:20]=[CH:19][CH:18]=1.N1C=CC=CC=1.C([O-])(O)=O.[Na+]. The catalyst is C(Cl)Cl. The product is [CH2:16]([O:23][N:24]1[C:30](=[O:31])[N:29]2[CH2:32][C@H:25]1[CH2:26][CH2:27][C@H:28]2[C:33]1[O:34][C:37]([CH2:38][CH2:39][NH:40][C:41](=[O:47])[O:42][C:43]([CH3:46])([CH3:44])[CH3:45])=[N:36][N:35]=1)[C:17]1[CH:22]=[CH:21][CH:20]=[CH:19][CH:18]=1. The yield is 0.420. (2) The reactants are [OH:1][C:2]1([C:8]([O:10][CH2:11][CH3:12])=[O:9])[CH2:7][CH2:6][NH:5][CH2:4][CH2:3]1.CCN(C(C)C)C(C)C.[Br:22][C:23]1[CH:24]=[N:25][C:26](Cl)=[N:27][CH:28]=1.O. The catalyst is CCO. The product is [Br:22][C:23]1[CH:24]=[N:25][C:26]([N:5]2[CH2:4][CH2:3][C:2]([OH:1])([C:8]([O:10][CH2:11][CH3:12])=[O:9])[CH2:7][CH2:6]2)=[N:27][CH:28]=1. The yield is 0.880. (3) The product is [C:1]([O:5][C:6]([N:8]1[CH2:9][CH2:10][C@H:11]([C:13]2[CH:18]=[CH:17][CH:16]=[CH:15][CH:14]=2)[CH2:12]1)=[O:7])([CH3:4])([CH3:2])[CH3:3]. The reactants are [C:1]([O:5][C:6]([N:8]1[CH2:12][C@@H:11]([C:13]2[CH:18]=[CH:17][CH:16]=[CH:15][CH:14]=2)[C@@H:10](C(O)=O)[CH2:9]1)=[O:7])([CH3:4])([CH3:3])[CH3:2].C(N(CC)CC)C.ClC(OCC(C)C)=O.SC1C=CC=C[N+]=1[O-].CC(C)CS.O1CCCC1. The catalyst is O1CCCC1. The yield is 0.810. (4) The reactants are [Cl:1][C:2]1[CH:3]=[C:4]([C:8]([C:15]2[CH:19]=[CH:18][O:17][CH:16]=2)([O:10][Si:11]([CH3:14])([CH3:13])[CH3:12])[CH3:9])[CH:5]=[CH:6][CH:7]=1.[Li]C(C)(C)C.CCCCC.CN([CH:33]=[O:34])C.[NH4+].[Cl-]. The catalyst is CCOCC. The product is [Cl:1][C:2]1[CH:3]=[C:4]([C:8]([C:15]2[CH:19]=[C:18]([CH:33]=[O:34])[O:17][CH:16]=2)([O:10][Si:11]([CH3:14])([CH3:12])[CH3:13])[CH3:9])[CH:5]=[CH:6][CH:7]=1. The yield is 0.310. (5) The reactants are [CH:1]1([N:6]2[C:14]3[CH:13]=[C:12]([C:15]4[CH:20]=[CH:19][C:18]([OH:21])=[CH:17][CH:16]=4)[CH:11]=[C:10]([C:22]([O:24][CH3:25])=[O:23])[C:9]=3[CH:8]=[N:7]2)[CH2:5][CH2:4][CH2:3][CH2:2]1.Br[CH2:27][CH2:28][CH2:29][OH:30].C([O-])([O-])=O.[K+].[K+].O. The catalyst is CN(C=O)C. The product is [CH:1]1([N:6]2[C:14]3[CH:13]=[C:12]([C:15]4[CH:20]=[CH:19][C:18]([O:21][CH2:27][CH2:28][CH2:29][OH:30])=[CH:17][CH:16]=4)[CH:11]=[C:10]([C:22]([O:24][CH3:25])=[O:23])[C:9]=3[CH:8]=[N:7]2)[CH2:2][CH2:3][CH2:4][CH2:5]1. The yield is 0.682. (6) The reactants are [Cl:1][C:2]1[CH:7]=[CH:6][C:5]([CH2:8][N:9]2[CH2:13][CH2:12][CH2:11][CH2:10]2)=[CH:4][C:3]=1[C:14]1[C:18]([C:19]2[N:23]=[CH:22][N:21]([CH2:24][O:25][CH2:26][CH2:27][Si:28]([CH3:31])([CH3:30])[CH3:29])[N:20]=2)=[CH:17][N:16]([C:32]2[C:37]([CH3:38])=[CH:36][N:35]=[C:34]([NH:39]C(=O)C)[CH:33]=2)[N:15]=1. The catalyst is CCO.[OH-].[Na+].O. The product is [Cl:1][C:2]1[CH:7]=[CH:6][C:5]([CH2:8][N:9]2[CH2:13][CH2:12][CH2:11][CH2:10]2)=[CH:4][C:3]=1[C:14]1[C:18]([C:19]2[N:23]=[CH:22][N:21]([CH2:24][O:25][CH2:26][CH2:27][Si:28]([CH3:31])([CH3:30])[CH3:29])[N:20]=2)=[CH:17][N:16]([C:32]2[C:37]([CH3:38])=[CH:36][N:35]=[C:34]([NH2:39])[CH:33]=2)[N:15]=1. The yield is 0.870. (7) The product is [CH3:12][O:13][C:14]1[CH:10]=[CH:11][C:16]([CH2:15][CH:21]([CH2:25][CH2:40][C:39]2[CH:38]=[CH:37][CH:36]=[CH:43][CH:42]=2)[C:22]([OH:24])=[O:23])=[CH:17][CH:18]=1. The catalyst is O. The reactants are C(NC(C)C)(C)C.[H-].[Na+].[CH2:10]1[CH2:14][O:13][CH2:12][CH2:11]1.[C:15]1([CH:21]([CH2:25]C)[C:22]([OH:24])=[O:23])C=C[CH:18]=[CH:17][CH:16]=1.[H][H].[Li]CCCC.CO[C:36]1[CH:43]=[CH:42][C:39]([CH2:40]Cl)=[CH:38][CH:37]=1. The yield is 0.560. (8) The reactants are [Cl:1][C:2]1[C:7]2[CH:8]=[CH:9][N:10](CC3C=CC(OC)=CC=3)[C:6]=2[C:5]([C:20]([O:22][CH3:23])=[O:21])=[CH:4][N:3]=1.S(OS(C(F)(F)F)(=O)=O)(C(F)(F)F)(=O)=O.[OH-].[Na+]. The catalyst is C(O)(C(F)(F)F)=O. The product is [Cl:1][C:2]1[C:7]2[CH:8]=[CH:9][NH:10][C:6]=2[C:5]([C:20]([O:22][CH3:23])=[O:21])=[CH:4][N:3]=1. The yield is 0.680. (9) The reactants are [ClH:1].[CH2:2]1[CH2:6][O:5][C:4]2[CH:7]=[CH:8][C:9]3[CH2:10][CH2:11]/[C:12](=[CH:14]\[CH2:15][NH2:16])/[C:13]=3[C:3]1=2.[OH-].[Na+]. The catalyst is C1(C)C=CC=CC=1. The product is [ClH:1].[CH2:2]1[CH2:6][O:5][C:4]2[CH:7]=[CH:8][C:9]3[CH2:10][CH2:11][C@@H:12]([CH2:14][CH2:15][NH2:16])[C:13]=3[C:3]1=2. The yield is 0.730.